Dataset: Forward reaction prediction with 1.9M reactions from USPTO patents (1976-2016). Task: Predict the product of the given reaction. (1) Given the reactants [CH2:1]([O:3][C:4]1[CH:9]=[CH:8][C:7]([C:10]2[CH:15]=[CH:14][CH:13]=[C:12]([O:16][C@H:17]3[C@@H:24]4[C@@H:20]([CH2:21][NH:22][CH2:23]4)[CH2:19][CH2:18]3)[CH:11]=2)=[CH:6][CH:5]=1)[CH3:2].C(N(CC)C(C)C)(C)C.[C:34](=O)([O:42]C1C=CC([N+]([O-])=O)=CC=1)[O:35][CH2:36][C:37]1[N:38]=[CH:39][S:40][CH:41]=1.C1CCCCC1, predict the reaction product. The product is: [CH2:1]([O:3][C:4]1[CH:9]=[CH:8][C:7]([C:10]2[CH:15]=[CH:14][CH:13]=[C:12]([O:16][C@H:17]3[C@@H:24]4[C@@H:20]([CH2:21][N:22]([C:34]([O:35][CH2:36][C:37]5[N:38]=[CH:39][S:40][CH:41]=5)=[O:42])[CH2:23]4)[CH2:19][CH2:18]3)[CH:11]=2)=[CH:6][CH:5]=1)[CH3:2]. (2) Given the reactants [CH2:1]([C:8]1[CH:9]=[N:10][C:11]2[C:16]([C:17]=1[C:18]1[CH:19]=[C:20]([NH2:24])[CH:21]=[CH:22][CH:23]=1)=[CH:15][CH:14]=[CH:13][C:12]=2[C:25]([F:28])([F:27])[F:26])[C:2]1[CH:7]=[CH:6][CH:5]=[CH:4][CH:3]=1.C[O:30][C:31](=[O:47])[C:32]1[CH:37]=[CH:36][C:35]([N:38]2[CH2:43][CH2:42][CH:41]([CH2:44][CH:45]=O)[CH2:40][CH2:39]2)=[CH:34][CH:33]=1, predict the reaction product. The product is: [CH2:1]([C:8]1[CH:9]=[N:10][C:11]2[C:16]([C:17]=1[C:18]1[CH:19]=[C:20]([NH:24][CH2:45][CH2:44][CH:41]3[CH2:42][CH2:43][N:38]([C:35]4[CH:34]=[CH:33][C:32]([C:31]([OH:47])=[O:30])=[CH:37][CH:36]=4)[CH2:39][CH2:40]3)[CH:21]=[CH:22][CH:23]=1)=[CH:15][CH:14]=[CH:13][C:12]=2[C:25]([F:28])([F:26])[F:27])[C:2]1[CH:3]=[CH:4][CH:5]=[CH:6][CH:7]=1. (3) Given the reactants [CH2:1]([C:4]1[CH:9]=[CH:8][C:7]([CH:10]2[CH2:13][NH:12][CH2:11]2)=[CH:6][CH:5]=1)[CH2:2][CH3:3].O=[C:15]1CCN(C(OC(C)(C)C)=O)C1.C(C1C=CC(B(O)O)=CC=1)CC, predict the reaction product. The product is: [CH2:1]([C:4]1[CH:5]=[CH:6][C:7]([CH:10]2[CH2:15][CH2:11][NH:12][CH2:13]2)=[CH:8][CH:9]=1)[CH2:2][CH3:3].